This data is from Full USPTO retrosynthesis dataset with 1.9M reactions from patents (1976-2016). The task is: Predict the reactants needed to synthesize the given product. Given the product [Cl:1][C:2]1[CH:3]=[C:4]2[C:8](=[CH:9][CH:10]=1)[NH:7][C:6]([C:11](=[O:12])[CH2:17][CH2:18][CH2:19][CH2:20][CH2:21][CH3:22])=[CH:5]2, predict the reactants needed to synthesize it. The reactants are: [Cl:1][C:2]1[CH:3]=[C:4]2[C:8](=[CH:9][CH:10]=1)[NH:7][C:6]([C:11](N(OC)C)=[O:12])=[CH:5]2.[CH2:17]([Li])[CH2:18][CH2:19][CH2:20][CH2:21][CH3:22].